Predict hERG channel inhibition at various concentrations. From a dataset of hERG Central: cardiac toxicity at 1µM, 10µM, and general inhibition. (1) The compound is CNC(=O)c1ccsc1NC(=O)C1CCN(S(=O)(=O)c2cccs2)CC1. Results: hERG_inhib (hERG inhibition (general)): blocker. (2) The drug is CCN(CC(=O)NCc1ccc(F)cc1)C(=O)CCNS(=O)(=O)c1cccc(C)c1. Results: hERG_inhib (hERG inhibition (general)): blocker. (3) The molecule is CCOC(=O)CC(NC(=O)c1cc2ccccc2oc1=O)c1cccc([N+](=O)[O-])c1. Results: hERG_inhib (hERG inhibition (general)): blocker. (4) The compound is COc1cc2c(cc1OC)CN(CCC(C)c1ccc(Cl)cc1)CC2.O=C(O)/C=C\C(=O)O. Results: hERG_inhib (hERG inhibition (general)): blocker. (5) The drug is O=c1c2sccc2nc(SCc2ccc([N+](=O)[O-])cc2)n1Cc1ccccn1. Results: hERG_inhib (hERG inhibition (general)): blocker. (6) The drug is OCCC1CN(Cc2ccc(F)cc2)CCN1CCCc1ccccc1. Results: hERG_inhib (hERG inhibition (general)): blocker. (7) The compound is CCCNS(=O)(=O)c1ccc(OCC(=O)N2CCc3ccccc3C2)c(C)c1. Results: hERG_inhib (hERG inhibition (general)): blocker.